Task: Predict the reaction yield, written as a fraction of the theoretical maximum amount of product (1.0 means a 100% yield; for example, 0.34 means a 34% yield).. Dataset: Reaction yield outcomes from USPTO patents with 853,638 reactions The reactants are [CH2:1]([O:3][C:4]1[C:5]([O:19][CH2:20][C:21]2[CH:26]=[CH:25][C:24]([O:27][CH3:28])=[CH:23][CH:22]=2)=[N:6][CH:7]=[C:8](B2OC(C)(C)C(C)(C)O2)[CH:9]=1)[CH3:2].[CH2:29]([O:36][CH2:37][CH2:38][O:39][C:40]1[CH:45]=[CH:44][C:43]([NH:46][C:47](=[O:58])[CH2:48][C:49]2[CH:54]=[CH:53][C:52](Br)=[C:51]([F:56])[C:50]=2[F:57])=[CH:42][C:41]=1[C:59]([F:62])([F:61])[F:60])[C:30]1[CH:35]=[CH:34][CH:33]=[CH:32][CH:31]=1.C([O-])([O-])=O.[Cs+].[Cs+]. The catalyst is O1CCOCC1.O.C1C=CC(P(C2C=CC=CC=2)[C-]2C=CC=C2)=CC=1.C1C=CC(P(C2C=CC=CC=2)[C-]2C=CC=C2)=CC=1.Cl[Pd]Cl.[Fe+2]. The product is [CH2:29]([O:36][CH2:37][CH2:38][O:39][C:40]1[CH:45]=[CH:44][C:43]([NH:46][C:47](=[O:58])[CH2:48][C:49]2[CH:54]=[CH:53][C:52]([C:8]3[CH:7]=[N:6][C:5]([O:19][CH2:20][C:21]4[CH:22]=[CH:23][C:24]([O:27][CH3:28])=[CH:25][CH:26]=4)=[C:4]([O:3][CH2:1][CH3:2])[CH:9]=3)=[C:51]([F:56])[C:50]=2[F:57])=[CH:42][C:41]=1[C:59]([F:61])([F:60])[F:62])[C:30]1[CH:35]=[CH:34][CH:33]=[CH:32][CH:31]=1. The yield is 0.527.